Task: Predict the product of the given reaction.. Dataset: Forward reaction prediction with 1.9M reactions from USPTO patents (1976-2016) (1) Given the reactants CC1N(C2C=CC=CC=2)[N:5]=CC=1CN.[CH3:15][C:16]([S:19][C:20]1[CH:27]=[CH:26][CH:25]=[CH:24][C:21]=1[CH:22]=O)([CH3:18])[CH3:17], predict the reaction product. The product is: [CH3:15][C:16]([S:19][C:20]1[CH:27]=[CH:26][CH:25]=[CH:24][C:21]=1[CH2:22][NH2:5])([CH3:18])[CH3:17]. (2) The product is: [NH2:1][CH2:4][C@@H:5]1[C@H:9]2[O:10][C:11]([CH3:14])([CH3:13])[O:12][C@H:8]2[C@H:7]([N:15]2[C:19]3[N:20]=[CH:21][N:22]=[C:23]([NH2:24])[C:18]=3[CH:17]=[CH:16]2)[CH2:6]1. Given the reactants [N:1]([CH2:4][C@@H:5]1[C@H:9]2[O:10][C:11]([CH3:14])([CH3:13])[O:12][C@H:8]2[C@H:7]([N:15]2[C:19]3[N:20]=[CH:21][N:22]=[C:23]([NH2:24])[C:18]=3[CH:17]=[CH:16]2)[CH2:6]1)=[N+]=[N-].P(C)(C)C, predict the reaction product. (3) Given the reactants [C:1]1([CH:8]=[CH:7][CH:6]=[C:5]([S:9]([OH:12])(=[O:11])=[O:10])[C:3]=1[OH:4])[OH:2].[OH-].[Ca+2:14].[OH-], predict the reaction product. The product is: [C:1]1([CH:8]=[CH:7][CH:6]=[C:5]([S:9]([O-:12])(=[O:11])=[O:10])[C:3]=1[OH:4])[OH:2].[Ca+2:14].[C:1]1([CH:8]=[CH:7][CH:6]=[C:5]([S:9]([O-:12])(=[O:11])=[O:10])[C:3]=1[OH:4])[OH:2]. (4) Given the reactants Br[C:2]1[CH:7]=[C:6]([F:8])[C:5]([N+:9]([O-])=O)=[CH:4][C:3]=1[OH:12].NC1C=CC(O)=CC=1F, predict the reaction product. The product is: [NH2:9][C:5]1[CH:4]=[C:3]([OH:12])[CH:2]=[CH:7][C:6]=1[F:8]. (5) Given the reactants Cl[CH2:2][C:3]([NH:5][C:6]1[CH:11]=[C:10]([N+:12]([O-:14])=[O:13])[CH:9]=[C:8]([S:15]([CH3:18])(=[O:17])=[O:16])[CH:7]=1)=[O:4].[NH2:19][C@H:20]([CH2:23][CH3:24])[CH2:21][OH:22], predict the reaction product. The product is: [OH:22][CH2:21][C@H:20]([NH:19][CH2:2][C:3]([NH:5][C:6]1[CH:11]=[C:10]([N+:12]([O-:14])=[O:13])[CH:9]=[C:8]([S:15]([CH3:18])(=[O:17])=[O:16])[CH:7]=1)=[O:4])[CH2:23][CH3:24]. (6) Given the reactants O=[C:2]1[CH2:9][CH2:8][CH2:7][CH2:6][CH2:5][CH2:4][CH:3]1[C:10]([O:12]C)=O.[NH2:14][C:15]1[CH:16]=[C:17]([CH:22]=[CH:23][C:24]=1[Br:25])[C:18]([O:20][CH3:21])=[O:19].C(O)C.O=S(Cl)Cl, predict the reaction product. The product is: [Br:25][C:24]1[C:15]2[NH:14][C:2]3[CH2:9][CH2:8][CH2:7][CH2:6][CH2:5][CH2:4][C:3]=3[C:10](=[O:12])[C:16]=2[C:17]([C:18]([O:20][CH3:21])=[O:19])=[CH:22][CH:23]=1.